Dataset: Full USPTO retrosynthesis dataset with 1.9M reactions from patents (1976-2016). Task: Predict the reactants needed to synthesize the given product. (1) Given the product [CH:24]12[O:23][CH:22]([CH2:21][CH2:20]1)[CH2:14][N:13]([C:2]1[S:3][CH:4]=[C:5]([C:7]([O:9][CH3:10])=[O:8])[N:6]=1)[CH2:12]2, predict the reactants needed to synthesize it. The reactants are: Br[C:2]1[S:3][CH:4]=[C:5]([C:7]([O:9][CH3:10])=[O:8])[N:6]=1.C[CH2:12][N:13](C(C)C)[CH:14](C)C.[CH2:20]1[CH2:24][O:23][CH2:22][CH2:21]1. (2) The reactants are: [NH2:1][C:2]1[O:6][N:5]=[C:4]([C:7]2[CH:12]=[CH:11][CH:10]=[CH:9][C:8]=2[Cl:13])[C:3]=1[C:14]([OH:16])=O.Cl.C(N=C=NCCCN(C)C)C.[CH3:29][O:30][C:31]1[CH:36]=[CH:35][CH:34]=[CH:33][C:32]=1[N:37]1[CH2:42][CH2:41][NH:40][CH2:39][CH2:38]1. Given the product [NH2:1][C:2]1[O:6][N:5]=[C:4]([C:7]2[CH:12]=[CH:11][CH:10]=[CH:9][C:8]=2[Cl:13])[C:3]=1[C:14]([N:40]1[CH2:39][CH2:38][N:37]([C:32]2[CH:33]=[CH:34][CH:35]=[CH:36][C:31]=2[O:30][CH3:29])[CH2:42][CH2:41]1)=[O:16], predict the reactants needed to synthesize it.